This data is from Forward reaction prediction with 1.9M reactions from USPTO patents (1976-2016). The task is: Predict the product of the given reaction. (1) Given the reactants Br[C:2]1[C:10]2[N:9]3[CH2:11][CH2:12][NH:13][C:14](=[O:15])[C:8]3=[C:7]([CH3:16])[C:6]=2[CH:5]=[C:4]([Cl:17])[CH:3]=1.[CH3:18][O:19][C:20]1[N:25]=[CH:24][C:23](B(O)O)=[CH:22][N:21]=1, predict the reaction product. The product is: [Cl:17][C:4]1[CH:3]=[C:2]([C:23]2[CH:22]=[N:21][C:20]([O:19][CH3:18])=[N:25][CH:24]=2)[C:10]2[N:9]3[CH2:11][CH2:12][NH:13][C:14](=[O:15])[C:8]3=[C:7]([CH3:16])[C:6]=2[CH:5]=1. (2) Given the reactants [C:1]1([CH:7]([C:11]2[CH:16]=[CH:15][CH:14]=[CH:13][CH:12]=2)[C:8]([OH:10])=[O:9])[CH:6]=[CH:5][CH:4]=[CH:3][CH:2]=1.[C:17](Cl)(=O)C(Cl)=O.CO, predict the reaction product. The product is: [C:1]1([CH:7]([C:11]2[CH:16]=[CH:15][CH:14]=[CH:13][CH:12]=2)[C:8]([O:10][CH3:17])=[O:9])[CH:2]=[CH:3][CH:4]=[CH:5][CH:6]=1. (3) Given the reactants C([O:8][C:9]1[CH:14]=[CH:13][C:12]([C@@H:15]([OH:35])[CH2:16][NH:17][C@H:18]([CH2:33][OH:34])[CH2:19][C:20]2[CH:25]=[CH:24][C:23]([S:26][C:27]3[CH:32]=[CH:31][CH:30]=[CH:29][CH:28]=3)=[CH:22][CH:21]=2)=[CH:11][C:10]=1[NH:36][S:37]([CH3:40])(=[O:39])=[O:38])C1C=CC=CC=1.B(Br)(Br)Br, predict the reaction product. The product is: [OH:8][C:9]1[CH:14]=[CH:13][C:12]([C@@H:15]([OH:35])[CH2:16][NH:17][C@H:18]([CH2:33][OH:34])[CH2:19][C:20]2[CH:21]=[CH:22][C:23]([S:26][C:27]3[CH:32]=[CH:31][CH:30]=[CH:29][CH:28]=3)=[CH:24][CH:25]=2)=[CH:11][C:10]=1[NH:36][S:37]([CH3:40])(=[O:39])=[O:38]. (4) Given the reactants [CH3:1][C@H:2]1[CH2:7][C@@H:6]([OH:8])[C@H:5]([CH:9]([CH3:11])[CH3:10])[CH2:4][CH2:3]1.[C@H]1(C)CCC(C(O)(C)C)C(O)C1.[C@@H]1(C)CCC(C(O)(C)C)C(O)C1, predict the reaction product. The product is: [CH:2]1([CH3:1])[CH2:3][CH2:4][CH:5]([CH:9]([CH3:10])[CH3:11])[CH:6]([OH:8])[CH2:7]1. (5) Given the reactants ClC(Cl)(O[C:5](=[O:11])[O:6][C:7](Cl)(Cl)Cl)Cl.[C:13]([O:17][C@H:18]([CH3:45])[C@H:19]([NH:22][C:23]1[CH:28]=[C:27]([F:29])[N:26]=[C:25]([NH:30][C@H:31]([C:33]2[CH:34]=[N:35][N:36]([C:38]3[CH:43]=[CH:42][C:41]([F:44])=[CH:40][CH:39]=3)[CH:37]=2)[CH3:32])[N:24]=1)CO)([CH3:16])([CH3:15])[CH3:14].N1C(C)=CC=CC=1C, predict the reaction product. The product is: [C:13]([O:17][C@@H:18]([C@H:19]1[CH2:7][O:6][C:5](=[O:11])[N:22]1[C:23]1[CH:28]=[C:27]([F:29])[N:26]=[C:25]([NH:30][C@H:31]([C:33]2[CH:34]=[N:35][N:36]([C:38]3[CH:43]=[CH:42][C:41]([F:44])=[CH:40][CH:39]=3)[CH:37]=2)[CH3:32])[N:24]=1)[CH3:45])([CH3:15])([CH3:16])[CH3:14].